This data is from hERG potassium channel inhibition data for cardiac toxicity prediction from Karim et al.. The task is: Regression/Classification. Given a drug SMILES string, predict its toxicity properties. Task type varies by dataset: regression for continuous values (e.g., LD50, hERG inhibition percentage) or binary classification for toxic/non-toxic outcomes (e.g., AMES mutagenicity, cardiotoxicity, hepatotoxicity). Dataset: herg_karim. (1) The compound is COc1ccc2nccc(NC(=O)[C@@H]3CC[C@@H](NCc4ccc5c(n4)NC(=O)CS5)CO3)c2n1. The result is 1 (blocker). (2) The drug is CC(C)(C)CCN1CCC(CNC(=O)Cc2ccc(C(C)(C)C)cc2)CC1. The result is 1 (blocker). (3) The compound is CCN1CCN(c2cc3[nH]c(C(=O)C4(CC)CCC(C)(O)CC4)nc3cc2Cl)CC1. The result is 0 (non-blocker). (4) The molecule is Cn1cc(-c2cnn3c(N)c(Br)c([C@@H]4CCCNC4)nc23)cn1. The result is 0 (non-blocker). (5) The drug is COc1ccnc2[nH]cc(C(=O)C(=O)N3CCN(C(=O)c4ccccc4)C[C@H]3C)c12. The result is 0 (non-blocker). (6) The compound is Cc1noc(C[C@H]2CC[C@H](c3ccc(N4CCOc5ncnc(N)c5C4=O)cc3)CC2)n1. The result is 0 (non-blocker). (7) The compound is CCNCc1cc(C(=O)N[C@@H]2CCc3ccc(Oc4ccnc5c4CCC(=O)N5)cc3C2)cc(C(F)(F)F)c1.Cl.Cl. The result is 1 (blocker). (8) The drug is CN1CCc2c(n(Cc3ccc(C(=O)NO)cc3)c3ccccc23)C1. The result is 0 (non-blocker).